From a dataset of hERG Central: cardiac toxicity at 1µM, 10µM, and general inhibition. Predict hERG channel inhibition at various concentrations. Results: hERG_inhib (hERG inhibition (general)): blocker. The compound is CCS(=O)(=O)c1nc(S(=O)(=O)c2ccc(Cl)cc2)c(N2CCC3(CC2)OCCO3)s1.